This data is from Full USPTO retrosynthesis dataset with 1.9M reactions from patents (1976-2016). The task is: Predict the reactants needed to synthesize the given product. (1) Given the product [CH2:12]1[CH2:23][O:22][C:21]2[CH:20]=[CH:19][C:16]([C:1]3[NH:2][C:3](=[O:11])[C:4]4[C:5]([CH:10]=3)=[CH:6][CH:7]=[CH:8][CH:9]=4)=[CH:15][C:14]=2[O:13]1, predict the reactants needed to synthesize it. The reactants are: [CH3:1][NH:2][C:3](=[O:11])[C:4]1[CH:9]=[CH:8][CH:7]=[CH:6][C:5]=1[CH3:10].[CH2:12]1[CH2:23][O:22][C:21]2[CH:20]=[CH:19][C:16](C#N)=[CH:15][C:14]=2[O:13]1. (2) Given the product [CH3:18][C:15]1[N:16]([CH3:17])[C:11]2[CH:10]=[CH:9][C:8]3[C@@H:7]([O:19][CH2:20][CH:21]([F:23])[F:22])[C@H:6]([OH:24])[C@@H:5]([C:25]4[CH:30]=[CH:29][CH:28]=[CH:27][CH:26]=4)[NH:4][C:13]=3[C:12]=2[N:14]=1, predict the reactants needed to synthesize it. The reactants are: C([N:4]1[C:13]2[C:12]3[N:14]=[C:15]([CH3:18])[N:16]([CH3:17])[C:11]=3[CH:10]=[CH:9][C:8]=2[C@@H:7]([O:19][CH2:20][CH:21]([F:23])[F:22])[C@H:6]([OH:24])[C@H:5]1[C:25]1[CH:30]=[CH:29][CH:28]=[CH:27][CH:26]=1)(=O)C.C(=O)([O-])[O-].[K+].[K+].